This data is from Catalyst prediction with 721,799 reactions and 888 catalyst types from USPTO. The task is: Predict which catalyst facilitates the given reaction. (1) Reactant: [N+:1]([C:4]1[CH:9]=[CH:8][CH:7]=[CH:6][C:5]=1[CH2:10][C:11](=[O:15])C(O)=O)([O-:3])=[O:2].N1CCOCC1.CC1C=CC(S(O)(=O)=O)=CC=1. Product: [N+:1]([C:4]1[CH:9]=[CH:8][CH:7]=[CH:6][C:5]=1[CH2:10][CH:11]=[O:15])([O-:3])=[O:2]. The catalyst class is: 12. (2) Reactant: O[C@@H:2]([C:12]1[CH:17]=[CH:16][CH:15]=[CH:14][CH:13]=1)[C@H:3]([N:5]1[C:9]([CH3:10])=[CH:8][CH:7]=[C:6]1[CH3:11])[CH3:4].C1CCN2C(=NCCC2)CC1.[F:29]C(F)(S(F)(=O)=O)C(F)(F)C(F)(F)C(F)(F)F. Product: [F:29][C@H:2]([C:12]1[CH:17]=[CH:16][CH:15]=[CH:14][CH:13]=1)[C@H:3]([N:5]1[C:9]([CH3:10])=[CH:8][CH:7]=[C:6]1[CH3:11])[CH3:4]. The catalyst class is: 11. (3) Reactant: [CH2:1]([O:8][C:9]([N:11]1[CH2:15][CH2:14][CH:13]([NH2:16])[CH2:12]1)=[O:10])[C:2]1[CH:7]=[CH:6][CH:5]=[CH:4][CH:3]=1.C(N(CC)CC)C.[CH2:24]([O:28][C:29](Cl)=[O:30])[CH2:25][CH2:26][CH3:27]. Product: [CH2:1]([O:8][C:9]([N:11]1[CH2:15][CH2:14][CH:13]([NH:16][C:29]([O:28][CH2:24][CH2:25][CH2:26][CH3:27])=[O:30])[CH2:12]1)=[O:10])[C:2]1[CH:7]=[CH:6][CH:5]=[CH:4][CH:3]=1. The catalyst class is: 4. (4) Reactant: [CH3:1][O:2][C:3](=[O:16])[C:4]1[CH:9]=[C:8]([OH:10])[CH:7]=[C:6]([C:11]([C:14]#[N:15])([CH3:13])[CH3:12])[CH:5]=1.Cl.[CH3:18][N:19]([CH3:23])[CH2:20][CH2:21]Cl.C([O-])([O-])=O.[K+].[K+].[I-].[Na+]. Product: [CH3:1][O:2][C:3](=[O:16])[C:4]1[CH:9]=[C:8]([O:10][CH2:21][CH2:20][N:19]([CH3:23])[CH3:18])[CH:7]=[C:6]([C:11]([C:14]#[N:15])([CH3:13])[CH3:12])[CH:5]=1. The catalyst class is: 21. (5) Reactant: [CH3:1][C:2]([OH:24])([CH3:23])[CH2:3][N:4]1[C:8]2[CH:9]=[CH:10][CH:11]=[C:12]([CH3:13])[C:7]=2[N:6]=[C:5]1[C:14]1[CH:19]=[CH:18][CH:17]=[CH:16][C:15]=1[N+]([O-])=O.[H-].[Na+]. Product: [CH3:1][C:2]1([CH3:23])[CH2:3][N:4]2[C:5](=[N:6][C:7]3[C:12]([CH3:13])=[CH:11][CH:10]=[CH:9][C:8]=32)[C:14]2[CH:19]=[CH:18][CH:17]=[CH:16][C:15]=2[O:24]1. The catalyst class is: 3. (6) Reactant: [C:1]([C:3](=[C:5]1[C:11]2[CH:12]=[CH:13][C:14]([C:16](OCCC)=[O:17])=[CH:15][C:10]=2[CH2:9][O:8][C:7]2[CH:22]=[C:23]([F:26])[CH:24]=[CH:25][C:6]1=2)[CH3:4])#[N:2].[BH4-].[Li+].Cl. Product: [F:26][C:23]1[CH:24]=[CH:25][C:6]2=[C:7]([CH:22]=1)[O:8][CH2:9][C:10]1[CH:15]=[C:14]([CH2:16][OH:17])[CH:13]=[CH:12][C:11]=1/[C:5]/2=[C:3](/[CH3:4])\[C:1]#[N:2]. The catalyst class is: 1. (7) Reactant: [O:1]=[C:2]1[C:11]2[CH:10]=[CH:9][CH:8]=[C:7]3[NH:12][CH:13]([C:21]4[CH:28]=[CH:27][C:24]([CH:25]=O)=[CH:23][CH:22]=4)[CH:14]([C:15]4[CH:20]=[CH:19][CH:18]=[CH:17][CH:16]=4)[C:5]([C:6]=23)=[N:4][NH:3]1.C(O)(=O)C.[NH:33]1[CH2:36][CH2:35][CH2:34]1.C(O[BH-](OC(=O)C)OC(=O)C)(=O)C.[Na+]. Product: [N:33]1([CH2:25][C:24]2[CH:27]=[CH:28][C:21]([CH:13]3[NH:12][C:7]4[C:6]5[C:5](=[N:4][NH:3][C:2](=[O:1])[C:11]=5[CH:10]=[CH:9][CH:8]=4)[CH:14]3[C:15]3[CH:20]=[CH:19][CH:18]=[CH:17][CH:16]=3)=[CH:22][CH:23]=2)[CH2:36][CH2:35][CH2:34]1. The catalyst class is: 98. (8) Product: [CH3:38][S:39]([O:27][CH2:26][C:23]1[O:24][CH:25]=[C:20]([O:19][CH2:18][CH2:17][CH2:16][CH2:15][CH2:14][O:13][C:6]2[C:5]3[C:10](=[CH:11][CH:12]=[C:3]([C:2]([F:1])([F:29])[F:30])[CH:4]=3)[N:9]=[CH:8][CH:7]=2)[C:21](=[O:28])[CH:22]=1)(=[O:41])=[O:40]. The catalyst class is: 2. Reactant: [F:1][C:2]([F:30])([F:29])[C:3]1[CH:4]=[C:5]2[C:10](=[CH:11][CH:12]=1)[N:9]=[CH:8][CH:7]=[C:6]2[O:13][CH2:14][CH2:15][CH2:16][CH2:17][CH2:18][O:19][C:20]1[C:21](=[O:28])[CH:22]=[C:23]([CH2:26][OH:27])[O:24][CH:25]=1.C(N(CC)CC)C.[CH3:38][S:39](Cl)(=[O:41])=[O:40].